The task is: Predict the product of the given reaction.. This data is from Forward reaction prediction with 1.9M reactions from USPTO patents (1976-2016). (1) Given the reactants C([N:10]1[CH:15]=[CH:14][CH:13]=[CH:12][C:11]1=[O:16])([N:10]1[CH:15]=[CH:14][CH:13]=[CH:12][C:11]1=[O:16])=S.[Br:17][C:18]1[CH:24]=[CH:23][C:21]([NH2:22])=[CH:20][CH:19]=1.NC1[CH:27]=[C:28]([CH3:34])[CH:29]=C(C)C=1O.C1(N=C=NC2CCCCC2)CCCCC1, predict the reaction product. The product is: [Br:17][C:18]1[CH:24]=[CH:23][C:21]([NH:22][C:11]2[O:16][C:27]3[C:28]([CH3:34])=[CH:29][C:13]([CH3:12])=[CH:14][C:15]=3[N:10]=2)=[CH:20][CH:19]=1. (2) Given the reactants Br[C:2]1[O:23][C:5]2[N:6]([CH3:22])[CH:7]=[C:8]([C:11]([NH:13][CH2:14][C:15]3[CH:20]=[CH:19][C:18]([Cl:21])=[CH:17][CH:16]=3)=[O:12])[C:9](=[O:10])[C:4]=2[CH:3]=1.[O:24]1[CH:28]=[CH:27][CH:26]=[C:25]1[CH:29]([OH:33])[CH2:30][C:31]#[CH:32], predict the reaction product. The product is: [Cl:21][C:18]1[CH:19]=[CH:20][C:15]([CH2:14][NH:13][C:11]([C:8]2[C:9](=[O:10])[C:4]3[CH:3]=[C:2]([C:32]#[C:31][CH2:30][CH:29]([C:25]4[O:24][CH:28]=[CH:27][CH:26]=4)[OH:33])[O:23][C:5]=3[N:6]([CH3:22])[CH:7]=2)=[O:12])=[CH:16][CH:17]=1. (3) The product is: [F:34][C:19]1[CH:20]=[C:21]([NH:24][C:25]([CH:27]2[CH2:31][CH2:30][N:29]([CH3:32])[C:28]2=[O:33])=[O:26])[CH:22]=[CH:23][C:18]=1[O:17][C:16]1[CH:15]=[CH:14][N:13]=[C:12]2[NH:8][N:9]=[C:10]([C:35]3[CH:36]=[CH:37][C:38]([C:41](=[O:44])[NH:42][CH3:43])=[CH:39][CH:40]=3)[C:11]=12. Given the reactants COC1C=CC(C[N:8]2[C:12]3=[N:13][CH:14]=[CH:15][C:16]([O:17][C:18]4[CH:23]=[CH:22][C:21]([NH:24][C:25]([CH:27]5[CH2:31][CH2:30][N:29]([CH3:32])[C:28]5=[O:33])=[O:26])=[CH:20][C:19]=4[F:34])=[C:11]3[C:10]([C:35]3[CH:40]=[CH:39][C:38]([C:41](=[O:44])[NH:42][CH3:43])=[CH:37][CH:36]=3)=[N:9]2)=CC=1.C(O)(C(F)(F)F)=O, predict the reaction product. (4) Given the reactants [CH2:1]([NH:7][C:8]1[CH:13]=[CH:12][C:11]([NH2:14])=[C:10]([O:15][CH3:16])[CH:9]=1)[CH2:2][CH2:3][CH2:4][CH2:5][CH3:6].CN(C1C=CC=CN=1)C.[CH3:26][O:27][C:28]([C:30]1[S:31][CH:32]=[CH:33][C:34]=1[S:35](Cl)(=[O:37])=[O:36])=[O:29], predict the reaction product. The product is: [CH2:1]([NH:7][C:8]1[CH:13]=[CH:12][C:11]([NH:14][S:35]([C:34]2[CH:33]=[CH:32][S:31][C:30]=2[C:28]([O:27][CH3:26])=[O:29])(=[O:36])=[O:37])=[C:10]([O:15][CH3:16])[CH:9]=1)[CH2:2][CH2:3][CH2:4][CH2:5][CH3:6]. (5) The product is: [Cl:1][C:2]1[CH:3]=[CH:4][C:5]([C:8]2[C:12]3[CH:13]=[CH:14][C:15]([C:17]#[C:18][CH2:19][CH2:20][CH2:21][O:22][S:24]([CH3:23])(=[O:26])=[O:25])=[CH:16][C:11]=3[S:10][N:9]=2)=[CH:6][CH:7]=1. Given the reactants [Cl:1][C:2]1[CH:7]=[CH:6][C:5]([C:8]2[C:12]3[CH:13]=[CH:14][C:15]([C:17]#[C:18][CH2:19][CH2:20][CH2:21][OH:22])=[CH:16][C:11]=3[S:10][N:9]=2)=[CH:4][CH:3]=1.[CH3:23][S:24](Cl)(=[O:26])=[O:25], predict the reaction product.